From a dataset of Full USPTO retrosynthesis dataset with 1.9M reactions from patents (1976-2016). Predict the reactants needed to synthesize the given product. (1) The reactants are: [CH:1]1([CH2:11][CH2:12][C:13]([OH:15])=O)[C:10]2[C:5](=[CH:6][CH:7]=[CH:8][CH:9]=2)[CH2:4][CH2:3][CH2:2]1.[C:16]([OH:25])(=[O:24])[C:17]1[C:18](=[CH:20][CH:21]=[CH:22][CH:23]=1)[NH2:19]. Given the product [CH:1]1([CH2:11][CH2:12][C:13]([NH:19][C:18]2[CH:20]=[CH:21][CH:22]=[CH:23][C:17]=2[C:16]([OH:25])=[O:24])=[O:15])[C:10]2[C:5](=[CH:6][CH:7]=[CH:8][CH:9]=2)[CH2:4][CH2:3][CH2:2]1, predict the reactants needed to synthesize it. (2) Given the product [C:15]([C:16]1[CH:17]=[C:18]([NH2:19])[N:12]([C:9]2[CH:8]=[CH:7][C:6]([C:2]([CH3:5])([CH3:3])[CH3:4])=[CH:11][CH:10]=2)[N:13]=1)([CH3:22])([CH3:21])[CH3:14], predict the reactants needed to synthesize it. The reactants are: Cl.[C:2]([C:6]1[CH:11]=[CH:10][C:9]([NH:12][NH2:13])=[CH:8][CH:7]=1)([CH3:5])([CH3:4])[CH3:3].[CH3:14][C:15]([CH3:22])([CH3:21])[C:16](=O)[CH2:17][C:18]#[N:19]. (3) The reactants are: [C:1]([NH2:24])(=[O:23])[CH2:2][CH2:3][CH:4]=[CH:5][CH2:6][CH:7]=[CH:8][CH2:9][CH:10]=[CH:11][CH2:12][CH:13]=[CH:14][CH2:15][CH:16]=[CH:17][CH2:18][CH:19]=[CH:20][CH2:21][CH3:22].[CH3:25][C:26]([O:28][CH2:29][CH:30]([CH2:43][O:44][C:45]([CH3:47])=[O:46])[CH2:31][CH2:32][N:33]1[C:37]2[N:38]=[C:39](N)[N:40]=[CH:41][C:36]=2[N:35]=[CH:34]1)=[O:27]. Given the product [C:26]([O:28][CH2:29][CH:30]([CH2:31][CH2:32][N:33]1[CH:34]=[N:35][C:36]2[C:37]1=[N:38][C:39]([NH:24][C:1](=[O:23])[CH2:2][CH2:3]/[CH:4]=[CH:5]\[CH2:6]/[CH:7]=[CH:8]\[CH2:9]/[CH:10]=[CH:11]\[CH2:12]/[CH:13]=[CH:14]\[CH2:15]/[CH:16]=[CH:17]\[CH2:18]/[CH:19]=[CH:20]\[CH2:21][CH3:22])=[N:40][CH:41]=2)[CH2:43][O:44][C:45](=[O:46])[CH3:47])(=[O:27])[CH3:25], predict the reactants needed to synthesize it. (4) Given the product [CH2:1]([O:8][CH2:9][C@@H:10]1[O:14][CH2:15][C:16]2=[N:17][O:18][CH2:13][C@@H:12]2[CH2:11]1)[C:2]1[CH:7]=[CH:6][CH:5]=[CH:4][CH:3]=1, predict the reactants needed to synthesize it. The reactants are: [CH2:1]([O:8][CH2:9][C@H:10]([O:14][CH2:15][CH:16]=[N:17][OH:18])[CH2:11][CH:12]=[CH2:13])[C:2]1[CH:7]=[CH:6][CH:5]=[CH:4][CH:3]=1.C(N(CC)CC)C.Cl[O-].[Na+]. (5) The reactants are: CS(O[CH2:6][CH:7]1[CH2:10][CH:9]([NH:11][C:12](=[O:41])[NH:13][C:14]2[CH:19]=[C:18]([CH2:20][N:21]3[C:25]([CH3:27])([CH3:26])[C:24](=[O:28])[N:23]([C:29]4[CH:34]=[CH:33][C:32]([S:35][C:36]([F:39])([F:38])[F:37])=[CH:31][CH:30]=4)[C:22]3=[O:40])[CH:17]=[CH:16][N:15]=2)[CH2:8]1)(=O)=O.[NH:42]1[CH2:45][CH2:44][CH2:43]1. Given the product [N:42]1([CH2:6][CH:7]2[CH2:8][CH:9]([NH:11][C:12]([NH:13][C:14]3[CH:19]=[C:18]([CH2:20][N:21]4[C:25]([CH3:27])([CH3:26])[C:24](=[O:28])[N:23]([C:29]5[CH:30]=[CH:31][C:32]([S:35][C:36]([F:37])([F:38])[F:39])=[CH:33][CH:34]=5)[C:22]4=[O:40])[CH:17]=[CH:16][N:15]=3)=[O:41])[CH2:10]2)[CH2:45][CH2:44][CH2:43]1, predict the reactants needed to synthesize it.